This data is from Forward reaction prediction with 1.9M reactions from USPTO patents (1976-2016). The task is: Predict the product of the given reaction. Given the reactants Br[CH2:2][C:3]([NH:5][C:6]1[S:10][C:9]2[CH2:11][CH2:12][CH2:13][CH2:14][C:8]=2[C:7]=1[C:15]([NH:17][CH2:18][CH2:19][OH:20])=[O:16])=[O:4].[C:21]([C:25]1[C:29]([CH:30]=[O:31])=[CH:28][NH:27][N:26]=1)([CH3:24])([CH3:23])[CH3:22].C(=O)([O-])[O-].[K+].[K+], predict the reaction product. The product is: [C:21]([C:25]1[C:29]([CH:30]=[O:31])=[CH:28][N:27]([CH2:2][C:3]([NH:5][C:6]2[S:10][C:9]3[CH2:11][CH2:12][CH2:13][CH2:14][C:8]=3[C:7]=2[C:15]([NH:17][CH2:18][CH2:19][OH:20])=[O:16])=[O:4])[N:26]=1)([CH3:24])([CH3:22])[CH3:23].